Dataset: Full USPTO retrosynthesis dataset with 1.9M reactions from patents (1976-2016). Task: Predict the reactants needed to synthesize the given product. (1) Given the product [CH:1]([N:4]1[C:8]([C:9]2[N:10]=[C:11]3[C:17]4[CH:18]=[CH:19][C:20]([N:22]5[CH2:23][CH2:24][N:25]([CH2:28][C:29]([NH:34][CH3:33])=[O:30])[CH2:26][CH2:27]5)=[N:21][C:16]=4[O:15][CH2:14][CH2:13][N:12]3[CH:32]=2)=[N:7][CH:6]=[N:5]1)([CH3:3])[CH3:2], predict the reactants needed to synthesize it. The reactants are: [CH:1]([N:4]1[C:8]([C:9]2[N:10]=[C:11]3[C:17]4[CH:18]=[CH:19][C:20]([N:22]5[CH2:27][CH2:26][N:25]([CH2:28][C:29](O)=[O:30])[CH2:24][CH2:23]5)=[N:21][C:16]=4[O:15][CH2:14][CH2:13][N:12]3[CH:32]=2)=[N:7][CH:6]=[N:5]1)([CH3:3])[CH3:2].[CH3:33][N:34](C)C=O.C(N(CC)C(C)C)(C)C.CN. (2) Given the product [ClH:45].[C:7]([N:10]1[CH2:11][CH2:12][N:13]([CH2:16][CH2:17][O:18][C:19]2[CH:20]=[CH:21][C:22]([OH:44])=[C:23]([CH:43]=2)[C:24]([NH:26][C:27]2[CH:36]=[C:35]([C:37]3[CH:42]=[CH:41][CH:40]=[CH:39][CH:38]=3)[CH:34]=[CH:33][C:28]=2[C:29]([OH:31])=[O:30])=[O:25])[CH2:14][CH2:15]1)(=[O:9])[CH3:8], predict the reactants needed to synthesize it. The reactants are: [OH-].[Na+].CC(O)C.[C:7]([N:10]1[CH2:15][CH2:14][N:13]([CH2:16][CH2:17][O:18][C:19]2[CH:20]=[CH:21][C:22]([OH:44])=[C:23]([CH:43]=2)[C:24]([NH:26][C:27]2[CH:36]=[C:35]([C:37]3[CH:42]=[CH:41][CH:40]=[CH:39][CH:38]=3)[CH:34]=[CH:33][C:28]=2[C:29]([O:31]C)=[O:30])=[O:25])[CH2:12][CH2:11]1)(=[O:9])[CH3:8].[ClH:45].